This data is from Reaction yield outcomes from USPTO patents with 853,638 reactions. The task is: Predict the reaction yield, written as a fraction of the theoretical maximum amount of product (1.0 means a 100% yield; for example, 0.34 means a 34% yield). (1) The reactants are [NH2:1][C:2]1[C:11]([C:12]([O:14]N2C3C=C(Cl)C=CC=3N=N2)=O)=[C:5]2[N:6]=[CH:7][C:8]([F:10])=[CH:9][N:4]2[N:3]=1.[O:25]1[CH2:30][CH2:29][CH:28]([N:31]2[C:35]([NH2:36])=[CH:34][N:33]=[CH:32]2)[CH2:27][CH2:26]1. The catalyst is CN1C(=O)CCC1. The product is [NH2:1][C:2]1[C:11]([C:12]([NH:36][C:35]2[N:31]([CH:28]3[CH2:29][CH2:30][O:25][CH2:26][CH2:27]3)[CH:32]=[N:33][CH:34]=2)=[O:14])=[C:5]2[N:6]=[CH:7][C:8]([F:10])=[CH:9][N:4]2[N:3]=1. The yield is 0.190. (2) The reactants are [CH3:1][N:2]1[C:10]2[C:5](=[CH:6][C:7]([OH:11])=[CH:8][CH:9]=2)[CH:4]=[C:3]1[C:12](=[O:14])[NH2:13].[N+:15]([C:18]1[CH:25]=[CH:24][CH:23]=[CH:22][C:19]=1CBr)([O-:17])=[O:16].[C:26]([O-])([O-])=O.[Cs+].[Cs+]. The catalyst is C(#N)C. The product is [CH3:1][N:2]1[C:10]2[C:5](=[CH:6][C:7]([O:11][CH2:26][C:24]3[CH:23]=[CH:22][CH:19]=[C:18]([N+:15]([O-:17])=[O:16])[CH:25]=3)=[CH:8][CH:9]=2)[CH:4]=[C:3]1[C:12](=[O:14])[NH2:13]. The yield is 0.860.